From a dataset of Peptide-MHC class II binding affinity with 134,281 pairs from IEDB. Regression. Given a peptide amino acid sequence and an MHC pseudo amino acid sequence, predict their binding affinity value. This is MHC class II binding data. (1) The peptide sequence is AVSGDDCVVRPIDDR. The MHC is HLA-DQA10501-DQB10303 with pseudo-sequence HLA-DQA10501-DQB10303. The binding affinity (normalized) is 0. (2) The peptide sequence is AETCPIFYDVFFAVA. The MHC is HLA-DQA10201-DQB10202 with pseudo-sequence HLA-DQA10201-DQB10202. The binding affinity (normalized) is 0.293. (3) The peptide sequence is AILRRRRRIAEPATC. The MHC is DRB3_0202 with pseudo-sequence DRB3_0202. The binding affinity (normalized) is 0.0642. (4) The peptide sequence is PFCSHHFHELQLKDG. The MHC is DRB5_0101 with pseudo-sequence DRB5_0101. The binding affinity (normalized) is 0.437. (5) The peptide sequence is TDDNEEPIAAYHFDL. The MHC is DRB1_0401 with pseudo-sequence DRB1_0401. The binding affinity (normalized) is 0.147. (6) The peptide sequence is LAGLSTLPGNPAIASL. The MHC is DRB1_0405 with pseudo-sequence DRB1_0405. The binding affinity (normalized) is 0.401.